The task is: Regression/Classification. Given a drug SMILES string, predict its absorption, distribution, metabolism, or excretion properties. Task type varies by dataset: regression for continuous measurements (e.g., permeability, clearance, half-life) or binary classification for categorical outcomes (e.g., BBB penetration, CYP inhibition). Dataset: hlm.. This data is from Human liver microsome stability data. (1) The drug is COc1ccc2c(c1)C1CC1(C(=O)N1C3CCC1CN(C)C3)Cn1c-2c(C2CCCCC2)c2ccc(C(=O)NS(=O)(=O)C(C)C)cc21. The result is 0 (unstable in human liver microsomes). (2) The compound is COc1ccc(C(=O)NCc2cccc(C(=O)NCCC3CCCNC3)c2)cc1OC. The result is 0 (unstable in human liver microsomes). (3) The drug is CC[C@H]1OC(=O)[C@H](C)[C@@H](O[C@H]2C[C@@](C)(OC)[C@@H](O)[C@H](C)O2)[C@H](C)[C@@H](O[C@@H]2O[C@H](C)C[C@H](N(C)C)[C@H]2O)[C@](C)(O)C[C@@H](C)CN(CCCNC(=S)Nc2cccc3ccccc23)[C@H](C)[C@@H](O)[C@]1(C)O. The result is 0 (unstable in human liver microsomes).